From a dataset of Catalyst prediction with 721,799 reactions and 888 catalyst types from USPTO. Predict which catalyst facilitates the given reaction. (1) Reactant: [F:1][C:2]1[CH:10]=[C:9]2[C:5]([CH2:6][C:7](=[N:12]O)[C:8]2=[O:11])=[C:4]([CH3:14])[CH:3]=1.P(Cl)(Cl)(Cl)(Cl)[Cl:16]. Product: [Cl:16][C:7]1[NH:12][C:8](=[O:11])[C:9]2[C:5]([CH:6]=1)=[C:4]([CH3:14])[CH:3]=[C:2]([F:1])[CH:10]=2. The catalyst class is: 53. (2) Reactant: [C:1]1([CH:7]([C:18]2[CH:23]=[CH:22][CH:21]=[CH:20][CH:19]=2)[N:8]2[CH:13]=[CH:12][C:11]([C:14](O)=[O:15])=[CH:10][C:9]2=[O:17])[CH:6]=[CH:5][CH:4]=[CH:3][CH:2]=1.[NH2:24][C@@H:25]([CH2:33][CH2:34][CH2:35][NH:36][C:37]([NH:39][S:40]([C:43]1[C:44]([CH3:57])=[C:45]2[C:50](=[C:51]([CH3:54])[C:52]=1[CH3:53])[O:49][C:48]([CH3:56])([CH3:55])[CH2:47][CH2:46]2)(=[O:42])=[O:41])=[NH:38])[C:26]([O:28][C:29]([CH3:32])([CH3:31])[CH3:30])=[O:27].CN(C(ON1N=NC2C=CC=CC1=2)=[N+](C)C)C.F[P-](F)(F)(F)(F)F.CCN(C(C)C)C(C)C. The catalyst class is: 3. Product: [C:18]1([CH:7]([C:1]2[CH:2]=[CH:3][CH:4]=[CH:5][CH:6]=2)[N:8]2[CH:13]=[CH:12][C:11]([C:14]([NH:24][C@@H:25]([CH2:33][CH2:34][CH2:35][NH:36][C:37]([NH:39][S:40]([C:43]3[C:44]([CH3:57])=[C:45]4[C:50](=[C:51]([CH3:54])[C:52]=3[CH3:53])[O:49][C:48]([CH3:56])([CH3:55])[CH2:47][CH2:46]4)(=[O:41])=[O:42])=[NH:38])[C:26]([O:28][C:29]([CH3:30])([CH3:31])[CH3:32])=[O:27])=[O:15])=[CH:10][C:9]2=[O:17])[CH:19]=[CH:20][CH:21]=[CH:22][CH:23]=1. (3) Reactant: [O:1]1[C:11]2[C:6](=[CH:7][CH:8]=[CH:9][CH:10]=2)[CH:5]=[C:4]([C:12]([OH:14])=O)[C:2]1=[O:3].CCN=C=N[CH2:20][CH2:21][CH2:22][N:23](C)C.C1C=CC2N([OH:35])N=NC=2C=1.N[C:37]12[C:55]3[C:50](=[CH:51][CH:52]=[CH:53][CH:54]=3)[C:49](=[O:56])C1(O)C1[C:44]([O:45]2)=[CH:43][C:42]([CH:46]([CH3:48])[CH3:47])=[CH:41]C=1. Product: [OH:35][C:37]12[C:55]3[C:50](=[CH:51][CH:52]=[CH:53][CH:54]=3)[C:49](=[O:56])[C:22]1([NH:23][C:12]([C:4]1[C:2](=[O:3])[O:1][C:11]3[C:6]([CH:5]=1)=[CH:7][CH:8]=[CH:9][CH:10]=3)=[O:14])[C:21]1[CH:20]=[CH:41][C:42]([CH:46]([CH3:48])[CH3:47])=[CH:43][C:44]=1[O:45]2. The catalyst class is: 59. (4) Reactant: Br.Br[CH2:3][C:4]([C:6]1[CH:11]=[CH:10][N:9]=[CH:8][CH:7]=1)=O.[C:12]([C:15]1[CH:20]=[CH:19][C:18]([NH:21][C:22]([NH2:24])=[S:23])=[CH:17][CH:16]=1)(=[O:14])[CH3:13].N. Product: [N:9]1[CH:10]=[CH:11][C:6]([C:4]2[N:24]=[C:22]([NH:21][C:18]3[CH:19]=[CH:20][C:15]([C:12](=[O:14])[CH3:13])=[CH:16][CH:17]=3)[S:23][CH:3]=2)=[CH:7][CH:8]=1. The catalyst class is: 88. (5) Reactant: [NH:1](C(OC(C)(C)C)=O)[C@H:2]([C:6]([OH:8])=[O:7])[CH:3]([CH3:5])[CH3:4].C1CCC(N=C=NC2CCCCC2)CC1.[CH3:31][O:32][C:33]1[CH:34]=[CH:35][C:36]2[N:42]=[CH:41][CH:40]=[C:39]([C@H:43]([OH:54])[C@@H:44]3[N:49]4[CH2:50][C@H:51]([CH:52]=[CH2:53])[CH:46]([CH2:47][CH2:48]4)[CH2:45]3)[C:37]=2[CH:38]=1.CO.ClCCl. Product: [NH2:1][C@H:2]([C:6]([OH:8])=[O:7])[CH:3]([CH3:5])[CH3:4].[CH3:31][O:32][C:33]1[CH:34]=[CH:35][C:36]2[N:42]=[CH:41][CH:40]=[C:39]([C@H:43]([OH:54])[C@@H:44]3[N:49]4[CH2:50][C@H:51]([CH:52]=[CH2:53])[CH:46]([CH2:47][CH2:48]4)[CH2:45]3)[C:37]=2[CH:38]=1. The catalyst class is: 239. (6) Reactant: [Cl:1][C:2]1[CH:3]=[C:4]2[C:9](=[C:10]([Cl:12])[CH:11]=1)[CH2:8][N:7]([CH3:13])[CH2:6][C@H:5]2[C:14]1[CH:19]=[CH:18][CH:17]=[CH:16][C:15]=1[NH:20][C:21]([NH:23][CH2:24][CH:25](OCC)OCC)=[O:22].O.C(=O)([O-])O.[Na+]. Product: [ClH:1].[Cl:1][C:2]1[CH:3]=[C:4]2[C:9](=[C:10]([Cl:12])[CH:11]=1)[CH2:8][N:7]([CH3:13])[CH2:6][C@H:5]2[C:14]1[CH:19]=[CH:18][CH:17]=[CH:16][C:15]=1[N:20]1[CH:25]=[CH:24][NH:23][C:21]1=[O:22]. The catalyst class is: 106. (7) Reactant: [N:1]([CH2:4][C:5]([C:7]1[C:12]2[O:13][CH2:14][C:15](=[O:17])[NH:16][C:11]=2[C:10]([O:18]CC2C=CC=CC=2)=[CH:9][CH:8]=1)=O)=[N+]=[N-].[ClH:26].O. The catalyst class is: 331. Product: [ClH:26].[NH2:1][CH2:4][CH2:5][C:7]1[C:12]2[O:13][CH2:14][C:15](=[O:17])[NH:16][C:11]=2[C:10]([OH:18])=[CH:9][CH:8]=1. (8) Reactant: [Cl:1][C:2]1[CH:7]=[CH:6][C:5]([CH:8]([C:21]2[CH:26]=[CH:25][C:24]([Cl:27])=[CH:23][CH:22]=2)[C:9]2[C:17]3[C:12](=[C:13]([CH2:18][S:19][CH3:20])[CH:14]=[CH:15][CH:16]=3)[NH:11][CH:10]=2)=[CH:4][CH:3]=1.ClCCl.ClC1C=CC=C(C(OO)=[O:39])C=1. Product: [Cl:1][C:2]1[CH:7]=[CH:6][C:5]([CH:8]([C:21]2[CH:22]=[CH:23][C:24]([Cl:27])=[CH:25][CH:26]=2)[C:9]2[C:17]3[C:12](=[C:13]([CH2:18][S:19]([CH3:20])=[O:39])[CH:14]=[CH:15][CH:16]=3)[NH:11][CH:10]=2)=[CH:4][CH:3]=1. The catalyst class is: 5.